This data is from Full USPTO retrosynthesis dataset with 1.9M reactions from patents (1976-2016). The task is: Predict the reactants needed to synthesize the given product. Given the product [F:37][C:38]([F:43])([F:42])[C:39]([OH:41])=[O:40].[F:37][C:38]([F:43])([F:42])[C:39]([OH:41])=[O:40].[NH2:29][C:7]1[CH:8]=[C:9]2[C:4](=[CH:5][CH:6]=1)[NH:3][C:2](=[O:1])/[C:10]/2=[CH:11]/[C:12]1[CH:20]=[C:19]2[C:15]([C:16](/[CH:21]=[CH:22]/[C:23]3[CH:24]=[CH:25][N:26]=[CH:27][CH:28]=3)=[N:17][NH:18]2)=[CH:14][CH:13]=1, predict the reactants needed to synthesize it. The reactants are: [O:1]=[C:2]1[NH:3][C:4]2[C:9](/[C:10]/1=[CH:11]\[C:12]1[CH:20]=[C:19]3[C:15]([C:16](/[CH:21]=[CH:22]/[C:23]4[CH:28]=[CH:27][N:26]=[CH:25][CH:24]=4)=[N:17][NH:18]3)=[CH:14][CH:13]=1)=[CH:8][C:7]([NH:29]C(=O)OC(C)(C)C)=[CH:6][CH:5]=2.[F:37][C:38]([F:43])([F:42])[C:39]([OH:41])=[O:40].